This data is from NCI-60 drug combinations with 297,098 pairs across 59 cell lines. The task is: Regression. Given two drug SMILES strings and cell line genomic features, predict the synergy score measuring deviation from expected non-interaction effect. (1) Drug 1: C1CCN(CC1)CCOC2=CC=C(C=C2)C(=O)C3=C(SC4=C3C=CC(=C4)O)C5=CC=C(C=C5)O. Drug 2: N.N.Cl[Pt+2]Cl. Cell line: UACC62. Synergy scores: CSS=0.967, Synergy_ZIP=-1.16, Synergy_Bliss=-2.06, Synergy_Loewe=-2.95, Synergy_HSA=-2.51. (2) Drug 1: CC(C1=C(C=CC(=C1Cl)F)Cl)OC2=C(N=CC(=C2)C3=CN(N=C3)C4CCNCC4)N. Drug 2: CC=C1C(=O)NC(C(=O)OC2CC(=O)NC(C(=O)NC(CSSCCC=C2)C(=O)N1)C(C)C)C(C)C. Cell line: UACC62. Synergy scores: CSS=69.3, Synergy_ZIP=-4.71, Synergy_Bliss=-8.41, Synergy_Loewe=-12.0, Synergy_HSA=-7.58. (3) Drug 1: C1=NC2=C(N1)C(=S)N=CN2. Drug 2: B(C(CC(C)C)NC(=O)C(CC1=CC=CC=C1)NC(=O)C2=NC=CN=C2)(O)O. Cell line: SK-MEL-5. Synergy scores: CSS=30.1, Synergy_ZIP=-11.0, Synergy_Bliss=-15.9, Synergy_Loewe=-34.9, Synergy_HSA=-14.2. (4) Drug 1: C1=CC=C(C=C1)NC(=O)CCCCCCC(=O)NO. Drug 2: CC1=C(C(=CC=C1)Cl)NC(=O)C2=CN=C(S2)NC3=CC(=NC(=N3)C)N4CCN(CC4)CCO. Cell line: BT-549. Synergy scores: CSS=0.514, Synergy_ZIP=-1.46, Synergy_Bliss=0.412, Synergy_Loewe=-2.52, Synergy_HSA=-1.35. (5) Drug 1: C1CCC(CC1)NC(=O)N(CCCl)N=O. Drug 2: CC1=C2C(C(=O)C3(C(CC4C(C3C(C(C2(C)C)(CC1OC(=O)C(C(C5=CC=CC=C5)NC(=O)OC(C)(C)C)O)O)OC(=O)C6=CC=CC=C6)(CO4)OC(=O)C)O)C)O. Cell line: MDA-MB-435. Synergy scores: CSS=56.7, Synergy_ZIP=4.04, Synergy_Bliss=2.37, Synergy_Loewe=-11.2, Synergy_HSA=0.690. (6) Drug 1: CC12CCC3C(C1CCC2=O)CC(=C)C4=CC(=O)C=CC34C. Drug 2: CC1=C2C(C(=O)C3(C(CC4C(C3C(C(C2(C)C)(CC1OC(=O)C(C(C5=CC=CC=C5)NC(=O)C6=CC=CC=C6)O)O)OC(=O)C7=CC=CC=C7)(CO4)OC(=O)C)O)C)OC(=O)C. Cell line: HCT116. Synergy scores: CSS=40.1, Synergy_ZIP=-3.97, Synergy_Bliss=-5.95, Synergy_Loewe=-21.5, Synergy_HSA=-5.15. (7) Drug 1: C1=CN(C(=O)N=C1N)C2C(C(C(O2)CO)O)O.Cl. Drug 2: CC12CCC3C(C1CCC2O)C(CC4=C3C=CC(=C4)O)CCCCCCCCCS(=O)CCCC(C(F)(F)F)(F)F. Cell line: BT-549. Synergy scores: CSS=16.4, Synergy_ZIP=-4.55, Synergy_Bliss=-4.76, Synergy_Loewe=-26.7, Synergy_HSA=-6.00.